Task: Binary Classification. Given a drug SMILES string, predict its activity (active/inactive) in a high-throughput screening assay against a specified biological target.. Dataset: HIV replication inhibition screening data with 41,000+ compounds from the AIDS Antiviral Screen (1) The molecule is CN1CCN(C)C12C=CC=CC21CC1. The result is 0 (inactive). (2) The molecule is N#CSc1[nH]cnc1C(N)=O. The result is 0 (inactive). (3) The result is 0 (inactive). The drug is CCSC1(SCC)CCN(C=NC(C)(C)C)C1. (4) The drug is CCc1ccc2c(c1)CC1(C2)Cc2cc3c(cc2C1)C(=O)CC3. The result is 0 (inactive). (5) The result is 0 (inactive). The compound is CCOC(=O)C1=NN(c2ccc(C)cc2)C2(c3ccccc3)C=C(c3ccccc3)N(C)CCN12. (6) The molecule is COc1ccc(C(=O)ON=C2CCCCC2=Cc2ccccc2)cc1. The result is 0 (inactive). (7) The molecule is O=C(CCC(=O)Nc1ccc(Cl)c(Cl)c1)Cc1nc2ccccc2o1. The result is 0 (inactive).